From a dataset of Catalyst prediction with 721,799 reactions and 888 catalyst types from USPTO. Predict which catalyst facilitates the given reaction. (1) Reactant: [CH:1]1([CH2:4][C:5]2([C:22]#[N:23])[CH2:10][CH2:9][C:8]([S:11][Si](C(C)C)(C(C)C)C(C)C)=[CH:7][CH2:6]2)[CH2:3][CH2:2]1.Br[CH2:25][CH:26]1[CH2:28][CH2:27]1.[F-].[Cs+]. Product: [CH:1]1([CH2:4][C:5]2([C:22]#[N:23])[CH2:10][CH2:9][C:8]([S:11][CH2:25][CH:26]3[CH2:28][CH2:27]3)=[CH:7][CH2:6]2)[CH2:2][CH2:3]1. The catalyst class is: 35. (2) Reactant: [CH3:1][O:2][C:3]([C:5]1[CH:6]=[N:7][CH:8]=[C:9](Br)[CH:10]=1)=[O:4].C(=O)([O-])[O-].[Cs+].[Cs+].[F:18][C:19]([F:31])([F:30])[O:20][C:21]1[CH:26]=[CH:25][C:24](B(O)O)=[CH:23][CH:22]=1. Product: [CH3:1][O:2][C:3](=[O:4])[C:5]1[CH:10]=[C:9]([C:24]2[CH:23]=[CH:22][C:21]([O:20][C:19]([F:18])([F:30])[F:31])=[CH:26][CH:25]=2)[CH:8]=[N:7][CH:6]=1. The catalyst class is: 427.